Dataset: Full USPTO retrosynthesis dataset with 1.9M reactions from patents (1976-2016). Task: Predict the reactants needed to synthesize the given product. (1) Given the product [CH3:12][CH:4]1[CH2:5][CH2:6][CH:7]([CH3:8])[O:11]1.[C:4]1(=[O:11])[NH:10][CH2:9][CH2:8][CH2:7][CH2:6][CH2:5]1, predict the reactants needed to synthesize it. The reactants are: [H][H].S.[C:4]1(=[O:11])[NH:10][CH2:9][CH2:8][CH2:7][CH2:6][CH2:5]1.[C:12](#N)C. (2) Given the product [Cl:1][C:2]1[CH:3]=[C:4]2[C:13](=[CH:14][CH:15]=1)[C:12]([NH:25][CH2:24][CH2:23][CH2:22][CH2:21][O:20][CH3:19])=[C:11]1[C:6]([CH:7]=[CH:8][C:9]([O:17][CH3:18])=[CH:10]1)=[N:5]2, predict the reactants needed to synthesize it. The reactants are: [Cl:1][C:2]1[CH:3]=[C:4]2[C:13](=[CH:14][CH:15]=1)[C:12](Cl)=[C:11]1[C:6]([CH:7]=[CH:8][C:9]([O:17][CH3:18])=[CH:10]1)=[N:5]2.[CH3:19][O:20][CH2:21][CH2:22][CH2:23][CH2:24][NH2:25]. (3) Given the product [CH3:13][O:14][C:15]([C:17]1[S:18][C:19]([C:11]#[C:10][C:2]([CH3:12])([CH3:1])[CH2:3][O:4][CH:5]2[CH2:9][CH2:8][O:7][CH2:6]2)=[CH:20][C:21]=1[N:22]([CH:32]1[CH2:33][CH2:34][CH:35]([OH:38])[CH2:36][CH2:37]1)[C:23]([CH:25]1[CH2:30][CH2:29][CH:28]([CH3:31])[CH2:27][CH2:26]1)=[O:24])=[O:16], predict the reactants needed to synthesize it. The reactants are: [CH3:1][C:2]([CH3:12])([C:10]#[CH:11])[CH2:3][O:4][CH:5]1[CH2:9][CH2:8][O:7][CH2:6]1.[CH3:13][O:14][C:15]([C:17]1[S:18][C:19](I)=[CH:20][C:21]=1[N:22]([CH:32]1[CH2:37][CH2:36][CH:35]([OH:38])[CH2:34][CH2:33]1)[C:23]([CH:25]1[CH2:30][CH2:29][CH:28]([CH3:31])[CH2:27][CH2:26]1)=[O:24])=[O:16].C(N(CC)CC)C. (4) Given the product [CH3:1][C:2]1[CH:16]=[CH:15][C:14]([CH3:17])=[CH:13][C:3]=1[O:4][C:5]1[CH:6]=[CH:7][C:8]([CH2:9][NH2:10])=[CH:11][CH:12]=1, predict the reactants needed to synthesize it. The reactants are: [CH3:1][C:2]1[CH:16]=[CH:15][C:14]([CH3:17])=[CH:13][C:3]=1[O:4][C:5]1[CH:12]=[CH:11][C:8]([C:9]#[N:10])=[CH:7][CH:6]=1.C1COCC1.[H-].[Al+3].[Li+].[H-].[H-].[H-].[OH-].[Na+].